Dataset: Reaction yield outcomes from USPTO patents with 853,638 reactions. Task: Predict the reaction yield, written as a fraction of the theoretical maximum amount of product (1.0 means a 100% yield; for example, 0.34 means a 34% yield). (1) The reactants are [OH-].[Na+].[F:3][C:4]1[CH:5]=[C:6]([C@@H:11]2[CH2:13][C@H:12]2[C:14]([O:16]CC)=[O:15])[CH:7]=[CH:8][C:9]=1[F:10]. The catalyst is CO. The product is [F:3][C:4]1[CH:5]=[C:6]([C@@H:11]2[CH2:13][C@H:12]2[C:14]([OH:16])=[O:15])[CH:7]=[CH:8][C:9]=1[F:10]. The yield is 0.980. (2) The reactants are [CH3:1][O:2][C:3](=[O:28])[C@@H:4]([NH:8][C:9]([C:22]1[CH:27]=[CH:26][CH:25]=[CH:24][CH:23]=1)([C:16]1[CH:21]=[CH:20][CH:19]=[CH:18][CH:17]=1)[C:10]1[CH:15]=[CH:14][CH:13]=[CH:12][CH:11]=1)[C@@H:5](O)[CH3:6].C1C=CC(P(C2C=CC=CC=2)C2C=CC=CC=2)=CC=1.N(C(OC(C)C)=O)=NC(OC(C)C)=O.C1C=CC(OP(OC2C=CC=CC=2)([N:71]=[N+:72]=[N-:73])=O)=CC=1. The catalyst is C(Cl)Cl. The product is [CH3:1][O:2][C:3](=[O:28])[C@@H:4]([NH:8][C:9]([C:22]1[CH:27]=[CH:26][CH:25]=[CH:24][CH:23]=1)([C:10]1[CH:15]=[CH:14][CH:13]=[CH:12][CH:11]=1)[C:16]1[CH:17]=[CH:18][CH:19]=[CH:20][CH:21]=1)[C@H:5]([N:71]=[N+:72]=[N-:73])[CH3:6]. The yield is 0.450.